From a dataset of NCI-60 drug combinations with 297,098 pairs across 59 cell lines. Regression. Given two drug SMILES strings and cell line genomic features, predict the synergy score measuring deviation from expected non-interaction effect. (1) Drug 1: CC1OCC2C(O1)C(C(C(O2)OC3C4COC(=O)C4C(C5=CC6=C(C=C35)OCO6)C7=CC(=C(C(=C7)OC)O)OC)O)O. Drug 2: CC(C1=C(C=CC(=C1Cl)F)Cl)OC2=C(N=CC(=C2)C3=CN(N=C3)C4CCNCC4)N. Cell line: SK-MEL-5. Synergy scores: CSS=8.62, Synergy_ZIP=-3.88, Synergy_Bliss=1.96, Synergy_Loewe=-13.1, Synergy_HSA=-2.56. (2) Synergy scores: CSS=2.33, Synergy_ZIP=-5.69, Synergy_Bliss=-12.2, Synergy_Loewe=-16.3, Synergy_HSA=-13.8. Drug 2: CC1CCCC2(C(O2)CC(NC(=O)CC(C(C(=O)C(C1O)C)(C)C)O)C(=CC3=CSC(=N3)C)C)C. Drug 1: C1=NC2=C(N1)C(=S)N=C(N2)N. Cell line: SK-MEL-2. (3) Drug 1: C1=CC(=CC=C1CC(C(=O)O)N)N(CCCl)CCCl.Cl. Drug 2: CC1C(C(=O)NC(C(=O)N2CCCC2C(=O)N(CC(=O)N(C(C(=O)O1)C(C)C)C)C)C(C)C)NC(=O)C3=C4C(=C(C=C3)C)OC5=C(C(=O)C(=C(C5=N4)C(=O)NC6C(OC(=O)C(N(C(=O)CN(C(=O)C7CCCN7C(=O)C(NC6=O)C(C)C)C)C)C(C)C)C)N)C. Cell line: HOP-62. Synergy scores: CSS=24.8, Synergy_ZIP=1.20, Synergy_Bliss=9.01, Synergy_Loewe=5.28, Synergy_HSA=5.71. (4) Drug 1: C1=CC(=CC=C1CCCC(=O)O)N(CCCl)CCCl. Drug 2: CC(C)CN1C=NC2=C1C3=CC=CC=C3N=C2N. Cell line: PC-3. Synergy scores: CSS=11.9, Synergy_ZIP=-6.37, Synergy_Bliss=-7.28, Synergy_Loewe=-7.25, Synergy_HSA=-7.07. (5) Drug 1: COC1=C2C(=CC3=C1OC=C3)C=CC(=O)O2. Drug 2: C1C(C(OC1N2C=NC3=C2NC=NCC3O)CO)O. Cell line: RPMI-8226. Synergy scores: CSS=3.66, Synergy_ZIP=-2.54, Synergy_Bliss=-3.85, Synergy_Loewe=-5.32, Synergy_HSA=-3.49. (6) Drug 1: CC1C(C(CC(O1)OC2CC(CC3=C2C(=C4C(=C3O)C(=O)C5=C(C4=O)C(=CC=C5)OC)O)(C(=O)CO)O)N)O.Cl. Drug 2: C1=NNC2=C1C(=O)NC=N2. Cell line: SK-MEL-5. Synergy scores: CSS=8.48, Synergy_ZIP=-2.77, Synergy_Bliss=1.84, Synergy_Loewe=-24.9, Synergy_HSA=-2.04. (7) Drug 1: C1CCN(CC1)CCOC2=CC=C(C=C2)C(=O)C3=C(SC4=C3C=CC(=C4)O)C5=CC=C(C=C5)O. Drug 2: CC1=C(C=C(C=C1)C(=O)NC2=CC(=CC(=C2)C(F)(F)F)N3C=C(N=C3)C)NC4=NC=CC(=N4)C5=CN=CC=C5. Cell line: HL-60(TB). Synergy scores: CSS=-15.6, Synergy_ZIP=13.5, Synergy_Bliss=7.77, Synergy_Loewe=-8.07, Synergy_HSA=-8.92. (8) Drug 1: CN1C(=O)N2C=NC(=C2N=N1)C(=O)N. Drug 2: CNC(=O)C1=NC=CC(=C1)OC2=CC=C(C=C2)NC(=O)NC3=CC(=C(C=C3)Cl)C(F)(F)F. Cell line: HT29. Synergy scores: CSS=38.6, Synergy_ZIP=-0.552, Synergy_Bliss=-2.22, Synergy_Loewe=-31.5, Synergy_HSA=-4.04.